From a dataset of Catalyst prediction with 721,799 reactions and 888 catalyst types from USPTO. Predict which catalyst facilitates the given reaction. Reactant: Cl[C:2]1[CH:7]=[CH:6][C:5]([C:8]([NH:10][C:11]2[S:12][C:13]([N:21]3[CH2:26][CH2:25][O:24][CH2:23][CH2:22]3)=[C:14]([C:16]3[O:17][CH:18]=[CH:19][CH:20]=3)[N:15]=2)=[O:9])=[CH:4][N:3]=1.[NH:27]1[CH2:32][CH2:31][O:30][CH2:29][CH2:28]1. Product: [O:17]1[CH:18]=[CH:19][CH:20]=[C:16]1[C:14]1[N:15]=[C:11]([NH:10][C:8]([C:5]2[CH:6]=[CH:7][C:2]([N:27]3[CH2:32][CH2:31][O:30][CH2:29][CH2:28]3)=[N:3][CH:4]=2)=[O:9])[S:12][C:13]=1[N:21]1[CH2:26][CH2:25][O:24][CH2:23][CH2:22]1. The catalyst class is: 12.